This data is from Acute oral toxicity (LD50) regression data from Zhu et al.. The task is: Regression/Classification. Given a drug SMILES string, predict its toxicity properties. Task type varies by dataset: regression for continuous values (e.g., LD50, hERG inhibition percentage) or binary classification for toxic/non-toxic outcomes (e.g., AMES mutagenicity, cardiotoxicity, hepatotoxicity). Dataset: ld50_zhu. (1) The compound is COc1ccc2oc(N)nc2c1. The rat oral LD50 is 2.21, given as -log10 of the dose in mol/kg body weight (higher means more acutely toxic). (2) The drug is CCOC(C1=NCC(OC)CN1)c1ccccc1. The rat oral LD50 is 2.45, given as -log10 of the dose in mol/kg body weight (higher means more acutely toxic).